From a dataset of Full USPTO retrosynthesis dataset with 1.9M reactions from patents (1976-2016). Predict the reactants needed to synthesize the given product. (1) Given the product [CH3:1][O:2][C:3]1[CH:4]=[CH:16][C:17]2[O:19][CH2:20][CH2:24][O:23][C:22]=2[C:21]=1[B:9]([OH:12])[OH:14], predict the reactants needed to synthesize it. The reactants are: [CH3:1][O:2][CH3:3].[CH2:4]([Li])CCC.[B:9]([O:14]C)([O:12]C)OC.[CH3:16][C:17]([OH:19])=O.[CH2:20]1[CH2:24][O:23][CH2:22][CH2:21]1. (2) Given the product [NH2:11][C:9]1[C:10]2[C:2]([C:22]3[C:14]([F:13])=[C:15]4[C:19](=[CH:20][CH:21]=3)[N:18]([C:32]([O:34][C:35]([CH3:37])([CH3:36])[CH3:38])=[O:33])[CH2:17][CH2:16]4)=[CH:3][N:4]([CH3:12])[C:5]=2[N:6]=[CH:7][N:8]=1, predict the reactants needed to synthesize it. The reactants are: Br[C:2]1[C:10]2[C:9]([NH2:11])=[N:8][CH:7]=[N:6][C:5]=2[N:4]([CH3:12])[CH:3]=1.[F:13][C:14]1[C:22](B2OC(C)(C)C(C)(C)O2)=[CH:21][CH:20]=[C:19]2[C:15]=1[CH2:16][CH2:17][N:18]2[C:32]([O:34][C:35]([CH3:38])([CH3:37])[CH3:36])=[O:33].P([O-])([O-])([O-])=O.[K+].[K+].[K+]. (3) Given the product [N:16]([C:15]1[C:6]([O:5][CH2:3][CH3:4])=[CH:7][CH:8]=[C:9]2[C:14]=1[CH:13]=[N:12][CH:11]=[C:10]2[CH2:17][C:18]1[CH:19]=[C:20]([O:28][CH3:29])[C:21]([O:26][CH3:27])=[C:22]([O:24][CH3:25])[CH:23]=1)=[N+:35]=[N-:36], predict the reactants needed to synthesize it. The reactants are: Cl.Cl.[CH2:3]([O:5][C:6]1[C:15]([NH2:16])=[C:14]2[C:9]([C:10]([CH2:17][C:18]3[CH:23]=[C:22]([O:24][CH3:25])[C:21]([O:26][CH3:27])=[C:20]([O:28][CH3:29])[CH:19]=3)=[CH:11][N:12]=[CH:13]2)=[CH:8][CH:7]=1)[CH3:4].Cl.N([O-])=O.[Na+].[N-:35]=[N+:36]=[N-].[Na+]. (4) Given the product [C:31]([C@:26]([C:27]([OH:29])=[O:28])([OH:30])[C@:25]([C:18](=[O:14])[C:19]1[CH:24]=[CH:23][CH:22]=[CH:21][CH:20]=1)([OH:38])[C:39]([OH:41])=[O:40])(=[O:42])[C:32]1[CH:33]=[CH:34][CH:35]=[CH:36][CH:37]=1.[N:3]1[C:7]2[CH2:8][CH2:9][CH:10]([NH2:12])[CH2:11][C:6]=2[NH:5][CH:4]=1, predict the reactants needed to synthesize it. The reactants are: Cl.Cl.[NH:3]1[C:7]2[CH2:8][CH2:9][CH:10]([NH2:12])[CH2:11][C:6]=2[N:5]=[CH:4]1.C(=O)(O)[O-:14].[Na+].[CH2:18]([C@:25]([C:39]([OH:41])=[O:40])([OH:38])[C@:26]([CH2:31][C:32]1[CH:37]=[CH:36][CH:35]=[CH:34][CH:33]=1)([OH:30])[C:27]([OH:29])=[O:28])[C:19]1[CH:24]=[CH:23][CH:22]=[CH:21][CH:20]=1.[OH2:42]. (5) Given the product [NH2:26][C:17]1[C:16]2=[N:15][N:14]([CH3:27])[C:13]([CH2:12][CH2:11][CH2:10][CH2:9][NH:5][S:2]([CH3:1])(=[O:4])=[O:3])=[C:25]2[C:24]2[CH:23]=[CH:22][CH:21]=[CH:20][C:19]=2[N:18]=1, predict the reactants needed to synthesize it. The reactants are: [CH3:1][S:2]([NH2:5])(=[O:4])=[O:3].[H-].[Na+].Cl[CH2:9][CH2:10][CH2:11][CH2:12][C:13]1[N:14]([CH3:27])[N:15]=[C:16]2[C:25]=1[C:24]1[CH:23]=[CH:22][CH:21]=[CH:20][C:19]=1[N:18]=[C:17]2[NH2:26].[I-].[Na+]. (6) Given the product [Cl:1][C:2]1[N:6]2[C:7]3[CH:37]=[CH:36][C:35]([Cl:38])=[CH:34][C:8]=3[C@@H:9]([C:24]3[CH:29]=[CH:28][CH:27]=[C:26]([O:30][CH3:31])[C:25]=3[O:32][CH3:33])[O:10][C@H:11]([CH2:12][CH2:13][N:14]3[CH:18]=[C:17]([C:19]([OH:21])=[O:20])[CH:16]=[N:15]3)[C:5]2=[N:4][C:3]=1[Cl:39], predict the reactants needed to synthesize it. The reactants are: [Cl:1][C:2]1[N:6]2[C:7]3[CH:37]=[CH:36][C:35]([Cl:38])=[CH:34][C:8]=3[C@@H:9]([C:24]3[CH:29]=[CH:28][CH:27]=[C:26]([O:30][CH3:31])[C:25]=3[O:32][CH3:33])[O:10][C@H:11]([CH2:12][CH2:13][N:14]3[CH:18]=[C:17]([C:19]([O:21]CC)=[O:20])[CH:16]=[N:15]3)[C:5]2=[N:4][C:3]=1[Cl:39].[OH-].[Na+].Cl.CCCCCC. (7) Given the product [CH3:18][C:19]1[S:20][C:21]([C:27]2[CH:28]=[C:29]([CH3:33])[CH:30]=[CH:31][CH:32]=2)=[C:22]([C:24]([N:2]2[C@H:3]([CH2:7][NH:8][C:9]([C:11]3[C:12]([CH3:17])=[N:13][O:14][C:15]=3[CH3:16])=[O:10])[CH2:4][C@H:5]3[C@@H:1]2[CH2:6]3)=[O:25])[N:23]=1, predict the reactants needed to synthesize it. The reactants are: [C@H:1]12[CH2:6][C@H:5]1[CH2:4][C@@H:3]([CH2:7][NH:8][C:9]([C:11]1[C:12]([CH3:17])=[N:13][O:14][C:15]=1[CH3:16])=[O:10])[NH:2]2.[CH3:18][C:19]1[S:20][C:21]([C:27]2[CH:28]=[C:29]([CH3:33])[CH:30]=[CH:31][CH:32]=2)=[C:22]([C:24](O)=[O:25])[N:23]=1. (8) The reactants are: [BH4-].[Na+].[Cl-].[Ca+2].[Cl-].C(O[C:9]([C:11]1[CH:12]=[CH:13][C:14]([C:17]([OH:19])=[O:18])=[N:15][CH:16]=1)=[O:10])C.S(=O)(=O)(O)O.[CH2:25](O)[CH3:26]. Given the product [OH:10][CH2:9][C:11]1[CH:12]=[CH:13][C:14]([C:17]([O:19][CH2:25][CH3:26])=[O:18])=[N:15][CH:16]=1, predict the reactants needed to synthesize it. (9) Given the product [CH3:7][C:4]1[CH:3]=[C:2]([B:12]2[O:16][C:15]([CH3:18])([CH3:17])[C:14]([CH3:20])([CH3:19])[O:13]2)[S:6][N:5]=1, predict the reactants needed to synthesize it. The reactants are: I[C:2]1[S:6][N:5]=[C:4]([CH3:7])[CH:3]=1.C(O[B:12]1[O:16][C:15]([CH3:18])([CH3:17])[C:14]([CH3:20])([CH3:19])[O:13]1)(C)C.[Cl-].[Li+].C([Mg+])(C)C.[Cl-].C(O)(=O)C. (10) Given the product [CH3:1][O:2][C:3](=[O:31])[C@H:4]([CH2:21][C:22]1[CH:27]=[CH:26][C:25]([N+:28]([O-:30])=[O:29])=[CH:24][CH:23]=1)[NH:5][C:6]([C:8]1([CH2:13][CH2:14][CH2:15][CH2:16][S:17]([CH3:20])(=[O:19])=[O:18])[CH2:12][CH2:11][CH2:10][CH2:9]1)=[S:46], predict the reactants needed to synthesize it. The reactants are: [CH3:1][O:2][C:3](=[O:31])[C@H:4]([CH2:21][C:22]1[CH:27]=[CH:26][C:25]([N+:28]([O-:30])=[O:29])=[CH:24][CH:23]=1)[NH:5][C:6]([C:8]1([CH2:13][CH2:14][CH2:15][CH2:16][S:17]([CH3:20])(=[O:19])=[O:18])[CH2:12][CH2:11][CH2:10][CH2:9]1)=O.C1COCC1.COC1C=CC(P2(SP(C3C=CC(OC)=CC=3)(=S)S2)=[S:46])=CC=1.C(=O)(O)[O-].[Na+].